From a dataset of NCI-60 drug combinations with 297,098 pairs across 59 cell lines. Regression. Given two drug SMILES strings and cell line genomic features, predict the synergy score measuring deviation from expected non-interaction effect. (1) Synergy scores: CSS=9.68, Synergy_ZIP=1.37, Synergy_Bliss=7.16, Synergy_Loewe=-0.322, Synergy_HSA=4.03. Drug 1: CNC(=O)C1=CC=CC=C1SC2=CC3=C(C=C2)C(=NN3)C=CC4=CC=CC=N4. Drug 2: CCC(=C(C1=CC=CC=C1)C2=CC=C(C=C2)OCCN(C)C)C3=CC=CC=C3.C(C(=O)O)C(CC(=O)O)(C(=O)O)O. Cell line: MDA-MB-435. (2) Drug 1: C1CCC(CC1)NC(=O)N(CCCl)N=O. Drug 2: C(CC(=O)O)C(=O)CN.Cl. Cell line: MDA-MB-435. Synergy scores: CSS=-6.15, Synergy_ZIP=-0.400, Synergy_Bliss=-5.88, Synergy_Loewe=-10.4, Synergy_HSA=-10.1. (3) Drug 1: CC1C(C(CC(O1)OC2CC(CC3=C2C(=C4C(=C3O)C(=O)C5=C(C4=O)C(=CC=C5)OC)O)(C(=O)C)O)N)O.Cl. Drug 2: CC1=C2C(C(=O)C3(C(CC4C(C3C(C(C2(C)C)(CC1OC(=O)C(C(C5=CC=CC=C5)NC(=O)C6=CC=CC=C6)O)O)OC(=O)C7=CC=CC=C7)(CO4)OC(=O)C)O)C)OC(=O)C. Cell line: SF-268. Synergy scores: CSS=58.0, Synergy_ZIP=6.62, Synergy_Bliss=10.1, Synergy_Loewe=-4.42, Synergy_HSA=8.53. (4) Drug 1: CC1=CC=C(C=C1)C2=CC(=NN2C3=CC=C(C=C3)S(=O)(=O)N)C(F)(F)F. Drug 2: COC1=C2C(=CC3=C1OC=C3)C=CC(=O)O2. Cell line: ACHN. Synergy scores: CSS=-1.70, Synergy_ZIP=0.127, Synergy_Bliss=-3.28, Synergy_Loewe=-1.58, Synergy_HSA=-4.75. (5) Drug 1: CN(C)N=NC1=C(NC=N1)C(=O)N. Drug 2: CS(=O)(=O)OCCCCOS(=O)(=O)C. Cell line: UO-31. Synergy scores: CSS=15.8, Synergy_ZIP=-6.06, Synergy_Bliss=0.249, Synergy_Loewe=-4.18, Synergy_HSA=2.05. (6) Drug 1: C1CN1C2=NC(=NC(=N2)N3CC3)N4CC4. Drug 2: CC1=C(C(=O)C2=C(C1=O)N3CC4C(C3(C2COC(=O)N)OC)N4)N. Cell line: SN12C. Synergy scores: CSS=50.7, Synergy_ZIP=-5.10, Synergy_Bliss=-5.27, Synergy_Loewe=-10.3, Synergy_HSA=1.95.